This data is from Catalyst prediction with 721,799 reactions and 888 catalyst types from USPTO. The task is: Predict which catalyst facilitates the given reaction. (1) Reactant: C([O:8][CH2:9][CH2:10][CH2:11][C:12]1[S:13][C:14]([C:17]2[CH:22]=[C:21]([O:23][CH2:24][CH:25]=[C:26]([Cl:28])[Cl:27])[CH:20]=[C:19]([Cl:29])[C:18]=2[O:30][CH3:31])=[N:15][N:16]=1)C1C=CC=CC=1.B(F)(F)F.CCOCC.C(S)C.O. Product: [Cl:29][C:19]1[C:18]([O:30][CH3:31])=[C:17]([C:14]2[S:13][C:12]([CH2:11][CH2:10][CH2:9][OH:8])=[N:16][N:15]=2)[CH:22]=[C:21]([O:23][CH2:24][CH:25]=[C:26]([Cl:28])[Cl:27])[CH:20]=1. The catalyst class is: 4. (2) Reactant: C([N:8]1[CH2:12][C@@H:11]([CH2:13][C:14]2[CH:19]=[CH:18][CH:17]=[CH:16][C:15]=2[Br:20])[C@H:10]([CH2:21][N:22]([CH:35]2[CH2:37][CH2:36]2)[S:23]([C:26]2[CH:31]=[CH:30][CH:29]=[CH:28][C:27]=2[N+:32]([O-:34])=[O:33])(=[O:25])=[O:24])[CH2:9]1)C1C=CC=CC=1. Product: [Br:20][C:15]1[CH:16]=[CH:17][CH:18]=[CH:19][C:14]=1[CH2:13][C@@H:11]1[CH2:12][NH:8][CH2:9][C@H:10]1[CH2:21][N:22]([CH:35]1[CH2:36][CH2:37]1)[S:23]([C:26]1[CH:31]=[CH:30][CH:29]=[CH:28][C:27]=1[N+:32]([O-:34])=[O:33])(=[O:25])=[O:24]. The catalyst class is: 26. (3) Product: [C:10]([O:14][C:15]([NH:17][C:18]1[CH:19]=[CH:20][C:21]([NH:22][C:2]2[N:7]=[C:6]([NH:22][C:21]3[CH:20]=[CH:19][C:18]([NH:17][C:15]([O:14][C:10]([CH3:13])([CH3:12])[CH3:11])=[O:16])=[CH:24][CH:23]=3)[C:5]([F:9])=[CH:4][N:3]=2)=[CH:23][CH:24]=1)=[O:16])([CH3:13])([CH3:11])[CH3:12]. Reactant: Cl[C:2]1[N:7]=[C:6](Cl)[C:5]([F:9])=[CH:4][N:3]=1.[C:10]([O:14][C:15]([NH:17][C:18]1[CH:24]=[CH:23][C:21]([NH2:22])=[CH:20][CH:19]=1)=[O:16])([CH3:13])([CH3:12])[CH3:11]. The catalyst class is: 24. (4) The catalyst class is: 20. Product: [C:24]1([C:22]([OH:23])=[O:37])[C:33]2[C:28](=[CH:29][CH:30]=[CH:31][CH:32]=2)[CH:27]=[CH:26][N:25]=1. Reactant: COC(=O)CN1CC(CNCC2C=CC=CC=2)=CCC(N[C:22]([C:24]2[C:33]3[C:28](=[CH:29][CH:30]=[CH:31][CH:32]=3)[CH:27]=[CH:26][N:25]=2)=[O:23])C1=O.[Li+].[OH-:37]. (5) Reactant: [CH2:1]=[C:2]([Mg]Br)[CH3:3].B(OC(C)C)(OC(C)C)OC(C)C.C([O-])([O-])=O.[K+].[K+].[F:25][C:26]1[CH:31]=[CH:30][C:29]([C:32]2[O:46][C:35]3=[N:36][C:37]([NH:41][S:42]([CH3:45])(=[O:44])=[O:43])=[C:38](I)[CH:39]=[C:34]3[C:33]=2[C:47]([NH:49][CH3:50])=[O:48])=[CH:28][CH:27]=1. Product: [F:25][C:26]1[CH:31]=[CH:30][C:29]([C:32]2[O:46][C:35]3=[N:36][C:37]([NH:41][S:42]([CH3:45])(=[O:44])=[O:43])=[C:38]([C:2]([CH3:3])=[CH2:1])[CH:39]=[C:34]3[C:33]=2[C:47]([NH:49][CH3:50])=[O:48])=[CH:28][CH:27]=1. The catalyst class is: 73. (6) Reactant: Cl[C:2]1[C:11]([CH3:12])=[C:10]([Cl:13])[C:9]2[C:4](=[CH:5][C:6]([F:15])=[CH:7][C:8]=2[F:14])[N:3]=1.[NH:16]1[CH2:20][CH2:19][CH2:18][C@@H:17]1[C:21]([O:23][C:24]([CH3:27])([CH3:26])[CH3:25])=[O:22].C(N(CC)CC)C. Product: [Cl:13][C:10]1[C:9]2[C:4](=[CH:5][C:6]([F:15])=[CH:7][C:8]=2[F:14])[N:3]=[C:2]([N:16]2[CH2:20][CH2:19][CH2:18][C@@H:17]2[C:21]([O:23][C:24]([CH3:27])([CH3:26])[CH3:25])=[O:22])[C:11]=1[CH3:12]. The catalyst class is: 10. (7) Reactant: [OH:1][C:2]1[S:3][C:4]2[CH:10]=[CH:9][CH:8]=[CH:7][C:5]=2[N:6]=1.CCN(CC)CC.Br[CH2:19][C:20]([C:22]1[CH:27]=[CH:26][C:25]([CH3:28])=[CH:24][CH:23]=1)=[O:21]. Product: [O:21]=[C:20]([C:22]1[CH:27]=[CH:26][C:25]([CH3:28])=[CH:24][CH:23]=1)[CH2:19][N:6]1[C:5]2[CH:7]=[CH:8][CH:9]=[CH:10][C:4]=2[S:3][C:2]1=[O:1]. The catalyst class is: 1.